This data is from Forward reaction prediction with 1.9M reactions from USPTO patents (1976-2016). The task is: Predict the product of the given reaction. (1) Given the reactants [N:1]1([CH2:8][CH2:9][CH2:10][O:11][C:12]2[CH:17]=[CH:16][C:15]([CH2:18][CH2:19][CH2:20][CH2:21][OH:22])=[CH:14][CH:13]=2)[CH2:7][CH2:6][CH2:5][CH2:4][CH2:3][CH2:2]1.CCN(C(C)C)C(C)C.[CH3:32][S:33](Cl)(=[O:35])=[O:34], predict the reaction product. The product is: [CH3:32][S:33]([O:22][CH2:21][CH2:20][CH2:19][CH2:18][C:15]1[CH:14]=[CH:13][C:12]([O:11][CH2:10][CH2:9][CH2:8][N:1]2[CH2:7][CH2:6][CH2:5][CH2:4][CH2:3][CH2:2]2)=[CH:17][CH:16]=1)(=[O:35])=[O:34]. (2) Given the reactants [Cl:1][C:2]1[CH:7]=[CH:6][C:5]([CH:8]([C:10]2[CH:15]=[CH:14][C:13]([O:16][CH2:17][CH2:18][CH2:19][CH2:20][CH3:21])=[CH:12][CH:11]=2)[OH:9])=[CH:4][C:3]=1[S:22]([NH2:25])(=[O:24])=[O:23].CC(C)=O.OS(O)(=O)=O.O=[Cr](=O)=O, predict the reaction product. The product is: [Cl:1][C:2]1[CH:7]=[CH:6][C:5]([C:8](=[O:9])[C:10]2[CH:11]=[CH:12][C:13]([O:16][CH2:17][CH2:18][CH2:19][CH2:20][CH3:21])=[CH:14][CH:15]=2)=[CH:4][C:3]=1[S:22]([NH2:25])(=[O:24])=[O:23]. (3) Given the reactants [CH2:1]([O:8][C:9]1[CH:17]=[CH:16][C:12]([C:13]([OH:15])=[O:14])=[CH:11][CH:10]=1)[CH2:2][CH2:3][CH2:4][CH2:5][CH2:6][CH3:7].C(Cl)(=O)C(Cl)=O.O[C:25]1[CH:32]=[CH:31][C:28]([CH:29]=[O:30])=[C:27]([O:33][CH3:34])[CH:26]=1, predict the reaction product. The product is: [CH2:1]([O:8][C:9]1[CH:17]=[CH:16][C:12]([C:13]([O:15][C:25]2[CH:32]=[CH:31][C:28]([CH:29]=[O:30])=[C:27]([O:33][CH3:34])[CH:26]=2)=[O:14])=[CH:11][CH:10]=1)[CH2:2][CH2:3][CH2:4][CH2:5][CH2:6][CH3:7]. (4) Given the reactants [NH2:1][C:2]1[N:7]=[C:6]([NH:8][CH2:9][CH2:10][NH:11][C:12]2[N:17]3[N:18]=[C:19]([CH:21]4[CH2:26][CH2:25][N:24]([CH2:27][C:28]([O:30]CC)=[O:29])[CH2:23][CH2:22]4)[N:20]=[C:16]3[CH:15]=[C:14]([C:33]3[CH:38]=[CH:37][C:36]([Cl:39])=[CH:35][C:34]=3[Cl:40])[N:13]=2)[CH:5]=[CH:4][C:3]=1[C:41](=[O:46])[C:42]([F:45])([F:44])[F:43].O.[OH-].[Na+], predict the reaction product. The product is: [NH2:1][C:2]1[N:7]=[C:6]([NH:8][CH2:9][CH2:10][NH:11][C:12]2[N:17]3[N:18]=[C:19]([CH:21]4[CH2:26][CH2:25][N:24]([CH2:27][C:28]([OH:30])=[O:29])[CH2:23][CH2:22]4)[N:20]=[C:16]3[CH:15]=[C:14]([C:33]3[CH:38]=[CH:37][C:36]([Cl:39])=[CH:35][C:34]=3[Cl:40])[N:13]=2)[CH:5]=[CH:4][C:3]=1[C:41](=[O:46])[C:42]([F:43])([F:45])[F:44]. (5) Given the reactants [CH2:1]([O:3][C:4]([C:6]1[C:10]([CH2:11][NH:12][CH2:13][CH2:14][C:15]([O:17][CH2:18][CH3:19])=[O:16])=[C:9]([C:20]2[CH:25]=[CH:24][C:23]([C:26]([F:29])([F:28])[F:27])=[CH:22][CH:21]=2)[N:8]([C:30]2[CH:35]=[CH:34][CH:33]=[CH:32][C:31]=2[Cl:36])[N:7]=1)=[O:5])[CH3:2].C(N(CC)CC)C.[C:44](O[C:44]([O:46][C:47]([CH3:50])([CH3:49])[CH3:48])=[O:45])([O:46][C:47]([CH3:50])([CH3:49])[CH3:48])=[O:45], predict the reaction product. The product is: [CH2:1]([O:3][C:4]([C:6]1[C:10]([CH2:11][N:12]([C:44]([O:46][C:47]([CH3:50])([CH3:49])[CH3:48])=[O:45])[CH2:13][CH2:14][C:15]([O:17][CH2:18][CH3:19])=[O:16])=[C:9]([C:20]2[CH:25]=[CH:24][C:23]([C:26]([F:29])([F:27])[F:28])=[CH:22][CH:21]=2)[N:8]([C:30]2[CH:35]=[CH:34][CH:33]=[CH:32][C:31]=2[Cl:36])[N:7]=1)=[O:5])[CH3:2]. (6) Given the reactants [Cl:1][C:2]1[CH:7]=[CH:6][CH:5]=[CH:4][C:3]=1[C:8]1[CH:9]=[C:10]2[C:14]3=[C:15]([CH2:17][CH2:18][N:13]3[C@@H:12]3[CH2:19][CH2:20][N:21](C(OC(C)(C)C)=O)[CH2:22][C@H:11]23)[CH:16]=1.[OH-].[Na+], predict the reaction product. The product is: [Cl:1][C:2]1[CH:7]=[CH:6][CH:5]=[CH:4][C:3]=1[C:8]1[CH:9]=[C:10]2[C:14]3=[C:15]([CH2:17][CH2:18][N:13]3[C@@H:12]3[CH2:19][CH2:20][NH:21][CH2:22][C@H:11]23)[CH:16]=1.